This data is from Forward reaction prediction with 1.9M reactions from USPTO patents (1976-2016). The task is: Predict the product of the given reaction. (1) Given the reactants [O:1]1[C:6]2[CH:7]=[CH:8][CH:9]=[CH:10][C:5]=2[NH:4][CH2:3][CH2:2]1.[C:11]1(=[O:17])[O:16][C:14](=[O:15])[CH2:13][CH2:12]1, predict the reaction product. The product is: [O:1]1[C:6]2[CH:7]=[CH:8][CH:9]=[CH:10][C:5]=2[N:4]([C:11](=[O:17])[CH2:12][CH2:13][C:14]([OH:16])=[O:15])[CH2:3][CH2:2]1. (2) Given the reactants [NH2:1][C:2]1[C:3]([C:7]2[NH:23][C:10]3=[CH:11][C:12]4[C:13]([CH3:22])([CH3:21])[C:14](=[O:20])[N:15]([CH2:18][CH3:19])[C:16]=4[CH:17]=[C:9]3[N:8]=2)=[N:4][NH:5][CH:6]=1.[Cl:24][C:25]1[CH:26]=[C:27]([CH:31]=[CH:32][CH:33]=1)[C:28](Cl)=[O:29], predict the reaction product. The product is: [Cl:24][C:25]1[CH:26]=[C:27]([CH:31]=[CH:32][CH:33]=1)[C:28]([NH:1][C:2]1[C:3]([C:7]2[NH:23][C:10]3=[CH:11][C:12]4[C:13]([CH3:22])([CH3:21])[C:14](=[O:20])[N:15]([CH2:18][CH3:19])[C:16]=4[CH:17]=[C:9]3[N:8]=2)=[N:4][NH:5][CH:6]=1)=[O:29].